From a dataset of Peptide-MHC class I binding affinity with 185,985 pairs from IEDB/IMGT. Regression. Given a peptide amino acid sequence and an MHC pseudo amino acid sequence, predict their binding affinity value. This is MHC class I binding data. (1) The MHC is HLA-A02:03 with pseudo-sequence HLA-A02:03. The binding affinity (normalized) is 0.297. The peptide sequence is FLFLLYILFL. (2) The peptide sequence is RRLHRLLLM. The MHC is HLA-C04:01 with pseudo-sequence HLA-C04:01. The binding affinity (normalized) is 0.213. (3) The peptide sequence is STDHIPILY. The MHC is HLA-A31:01 with pseudo-sequence HLA-A31:01. The binding affinity (normalized) is 0.0847. (4) The peptide sequence is KSLFNTVATLY. The MHC is HLA-B18:01 with pseudo-sequence HLA-B18:01. The binding affinity (normalized) is 0.492. (5) The peptide sequence is VVFEDGLPR. The MHC is HLA-B08:01 with pseudo-sequence HLA-B08:01. The binding affinity (normalized) is 0.0847. (6) The peptide sequence is FVFLVLAGR. The MHC is HLA-A02:01 with pseudo-sequence HLA-A02:01. The binding affinity (normalized) is 0.702.